This data is from Catalyst prediction with 721,799 reactions and 888 catalyst types from USPTO. The task is: Predict which catalyst facilitates the given reaction. (1) Reactant: C([C:4]1[S:5][CH:6]=[CH:7][CH:8]=1)(=O)C.[CH3:9][C:10]([O-:12])=O.[Na+].[Br:14]Br.C([O-])(O)=O.[Na+]. Product: [C:10]([C:7]1[CH:8]=[C:4]([Br:14])[S:5][CH:6]=1)(=[O:12])[CH3:9]. The catalyst class is: 52. (2) Reactant: [CH2:1]([O:8][C:9]([NH:11][CH:12]([CH:16]([F:18])[CH3:17])[C:13]([OH:15])=O)=[O:10])[C:2]1[CH:7]=[CH:6][CH:5]=[CH:4][CH:3]=1.[CH2:19]([O:22][C:23]([N:25]1[CH2:30][CH2:29][NH:28][CH2:27][CH2:26]1)=[O:24])[CH2:20][CH3:21].C(N1CCOCC1)C.[B-](F)(F)(F)F.CCOC(C(C#N)=NOC(N(C)C)=[N+](C)C)=O. Product: [CH2:19]([O:22][C:23]([N:25]1[CH2:30][CH2:29][N:28]([C:13](=[O:15])[CH:12]([NH:11][C:9]([O:8][CH2:1][C:2]2[CH:3]=[CH:4][CH:5]=[CH:6][CH:7]=2)=[O:10])[CH:16]([F:18])[CH3:17])[CH2:27][CH2:26]1)=[O:24])[CH2:20][CH3:21]. The catalyst class is: 39. (3) Reactant: [C:1]([C:4]1[CH:9]=[CH:8][CH:7]=[CH:6][C:5]=1[NH:10][C:11](=O)[C:12]1[CH:17]=[CH:16][C:15]([F:18])=[CH:14][CH:13]=1)(=[O:3])[CH3:2].CC(C)([O-])C.[K+]. Product: [F:18][C:15]1[CH:16]=[CH:17][C:12]([C:11]2[NH:10][C:5]3[C:4]([C:1](=[O:3])[CH:2]=2)=[CH:9][CH:8]=[CH:7][CH:6]=3)=[CH:13][CH:14]=1. The catalyst class is: 107. (4) Reactant: [Cl:1][C:2]1[C:7]([CH:8]([OH:10])[CH3:9])=[CH:6][C:5]([C:11]#[N:12])=[CH:4][C:3]=1[NH:13][C:14]1[N:19]=[C:18]([NH:20][CH:21]2[CH2:23][CH2:22]2)[C:17]2=[N:24][CH:25]=[C:26]([C:27]#[N:28])[N:16]2[N:15]=1.[CH3:29][S:30](Cl)(=[O:32])=[O:31]. Product: [CH3:29][S:30]([O:10][CH:8]([C:7]1[CH:6]=[C:5]([C:11]#[N:12])[CH:4]=[C:3]([NH:13][C:14]2[N:19]=[C:18]([NH:20][CH:21]3[CH2:22][CH2:23]3)[C:17]3=[N:24][CH:25]=[C:26]([C:27]#[N:28])[N:16]3[N:15]=2)[C:2]=1[Cl:1])[CH3:9])(=[O:32])=[O:31]. The catalyst class is: 1. (5) Reactant: B(Br)(Br)Br.C[O:6][C:7]1[C:8]([CH3:16])=[C:9]2[C:13](=[CH:14][CH:15]=1)[NH:12][N:11]=[CH:10]2.C(=O)([O-])O.[Na+]. Product: [CH3:16][C:8]1[C:7]([OH:6])=[CH:15][CH:14]=[C:13]2[C:9]=1[CH:10]=[N:11][NH:12]2. The catalyst class is: 4.